Dataset: Catalyst prediction with 721,799 reactions and 888 catalyst types from USPTO. Task: Predict which catalyst facilitates the given reaction. (1) Reactant: O.ON1C2C=CC=CC=2N=N1.C(N(CC)CC)C.[ClH:19].C(N=C=NCCCN(C)C)C.Cl.Cl.[CH2:33]([O:35][C:36]1[CH:37]=[C:38]2[C:43](=[C:44]3[CH2:48][C:47]([CH3:50])([CH3:49])[O:46][C:45]=13)[C:42]([C:51]1[CH:52]=[C:53]([NH2:57])[CH:54]=[CH:55][CH:56]=1)=[N:41][C:40]([CH3:59])([CH3:58])[CH2:39]2)[CH3:34].[CH2:60]([O:62][P:63]([CH2:68][C:69]1[CH:77]=[CH:76][C:72]([C:73](O)=[O:74])=[CH:71][CH:70]=1)([O:65][CH2:66][CH3:67])=[O:64])[CH3:61]. Product: [ClH:19].[CH2:66]([O:65][P:63]([CH2:68][C:69]1[CH:70]=[CH:71][C:72]([C:73]([NH:57][C:53]2[CH:54]=[CH:55][CH:56]=[C:51]([C:42]3[C:43]4[C:38](=[CH:37][C:36]([O:35][CH2:33][CH3:34])=[C:45]5[O:46][C:47]([CH3:50])([CH3:49])[CH2:48][C:44]5=4)[CH2:39][C:40]([CH3:58])([CH3:59])[N:41]=3)[CH:52]=2)=[O:74])=[CH:76][CH:77]=1)(=[O:64])[O:62][CH2:60][CH3:61])[CH3:67]. The catalyst class is: 9. (2) Reactant: O[C:2]1([CH2:8][C:9]([O:11]CC)=[O:10])[CH2:7][CH2:6][O:5][CH2:4][CH2:3]1.[C:14](#[N:21])[C:15]1[CH:20]=[CH:19][CH:18]=[CH:17][CH:16]=1.S(=O)(=O)(O)[OH:23]. Product: [C:14]([NH:21][C:2]1([CH2:8][C:9]([OH:11])=[O:10])[CH2:3][CH2:4][O:5][CH2:6][CH2:7]1)(=[O:23])[C:15]1[CH:20]=[CH:19][CH:18]=[CH:17][CH:16]=1. The catalyst class is: 6. (3) Reactant: [C:1]1([C:25]2[CH:30]=[CH:29][CH:28]=[CH:27][CH:26]=2)[CH:6]=[CH:5][C:4]([CH2:7][CH:8]([NH:17]C(OC(C)(C)C)=O)[CH2:9][C:10]([O:12][C:13]([CH3:16])([CH3:15])[CH3:14])=[O:11])=[CH:3][CH:2]=1.Cl.O1CCOCC1.[CH2:38]([O:45][C:46](=[O:56])[CH2:47][C:48]1([C:53](O)=[O:54])[CH2:52][CH2:51][CH2:50][CH2:49]1)[C:39]1[CH:44]=[CH:43][CH:42]=[CH:41][CH:40]=1.CCN=C=NCCCN(C)C.Cl.ON1C2N=CC=CC=2N=N1.CCN(C(C)C)C(C)C. Product: [CH2:38]([O:45][C:46](=[O:56])[CH2:47][C:48]1([C:53]([NH:17][CH:8]([CH2:7][C:4]2[CH:5]=[CH:6][C:1]([C:25]3[CH:26]=[CH:27][CH:28]=[CH:29][CH:30]=3)=[CH:2][CH:3]=2)[CH2:9][C:10]([O:12][C:13]([CH3:16])([CH3:14])[CH3:15])=[O:11])=[O:54])[CH2:49][CH2:50][CH2:51][CH2:52]1)[C:39]1[CH:44]=[CH:43][CH:42]=[CH:41][CH:40]=1. The catalyst class is: 18. (4) Reactant: [C:1]([O:5][C:6]([N:8]1[CH2:12][CH2:11][CH2:10][C@H:9]1[CH2:13][N:14]1[C:18]2[N:19]=[CH:20][N:21]=[C:22]([NH2:23])[C:17]=2[C:16](I)=[CH:15]1)=[O:7])([CH3:4])([CH3:3])[CH3:2].[O:25]([C:32]1[CH:37]=[CH:36][C:35](B(O)O)=[CH:34][CH:33]=1)[C:26]1[CH:31]=[CH:30][CH:29]=[CH:28][CH:27]=1.C([O-])([O-])=O.[Na+].[Na+]. Product: [C:1]([O:5][C:6]([N:8]1[CH2:12][CH2:11][CH2:10][C@H:9]1[CH2:13][N:14]1[C:18]2[N:19]=[CH:20][N:21]=[C:22]([NH2:23])[C:17]=2[C:16]([C:35]2[CH:36]=[CH:37][C:32]([O:25][C:26]3[CH:31]=[CH:30][CH:29]=[CH:28][CH:27]=3)=[CH:33][CH:34]=2)=[CH:15]1)=[O:7])([CH3:4])([CH3:3])[CH3:2]. The catalyst class is: 70. (5) Reactant: [O:1]=[C:2]1[N:8]([CH:9]2[CH2:14][CH2:13][N:12]([C:15]([O:17][C@H:18]([CH2:40][C:41]3[CH:46]=[C:45]([CH3:47])[C:44]([OH:48])=[C:43]([O:49][CH3:50])[CH:42]=3)[C:19]([N:21]3[CH2:26][CH2:25][N:24]([CH:27]4[CH2:32][CH2:31][N:30](C(OC(C)(C)C)=O)[CH2:29][CH2:28]4)[CH2:23][CH2:22]3)=[O:20])=[O:16])[CH2:11][CH2:10]2)[CH2:7][CH2:6][C:5]2[CH:51]=[CH:52][CH:53]=[CH:54][C:4]=2[NH:3]1. Product: [O:1]=[C:2]1[N:8]([CH:9]2[CH2:14][CH2:13][N:12]([C:15]([O:17][C@H:18]([CH2:40][C:41]3[CH:46]=[C:45]([CH3:47])[C:44]([OH:48])=[C:43]([O:49][CH3:50])[CH:42]=3)[C:19](=[O:20])[N:21]3[CH2:26][CH2:25][N:24]([CH:27]4[CH2:28][CH2:29][NH:30][CH2:31][CH2:32]4)[CH2:23][CH2:22]3)=[O:16])[CH2:11][CH2:10]2)[CH2:7][CH2:6][C:5]2[CH:51]=[CH:52][CH:53]=[CH:54][C:4]=2[NH:3]1. The catalyst class is: 106.